From a dataset of Forward reaction prediction with 1.9M reactions from USPTO patents (1976-2016). Predict the product of the given reaction. (1) Given the reactants [OH:1][CH2:2][C@@H:3]1[NH:7][C:6](=[O:8])[CH2:5][CH2:4]1.Br[C:10]1[CH:15]=[CH:14][C:13]([C:16]([N:18]2[CH2:23][CH2:22][N:21]([C:24]3[C:29]([CH3:30])=[CH:28][C:27]([CH3:31])=[CH:26][N:25]=3)[CH2:20][CH2:19]2)=[O:17])=[C:12]([F:32])[CH:11]=1, predict the reaction product. The product is: [CH3:30][C:29]1[C:24]([N:21]2[CH2:22][CH2:23][N:18]([C:16]([C:13]3[CH:14]=[CH:15][C:10]([N:7]4[C@@H:3]([CH2:2][OH:1])[CH2:4][CH2:5][C:6]4=[O:8])=[CH:11][C:12]=3[F:32])=[O:17])[CH2:19][CH2:20]2)=[N:25][CH:26]=[C:27]([CH3:31])[CH:28]=1. (2) Given the reactants [Cl:1][C:2]1[CH:7]=[C:6]([NH2:8])[C:5](I)=[CH:4][N:3]=1.[CH3:10][O:11][C:12](=[O:21])[C:13]1[CH:18]=[C:17]([C:19]#[CH:20])[CH:16]=[N:15][CH:14]=1, predict the reaction product. The product is: [CH3:10][O:11][C:12](=[O:21])[C:13]1[CH:18]=[C:17]([C:19]#[C:20][C:5]2[CH:4]=[N:3][C:2]([Cl:1])=[CH:7][C:6]=2[NH2:8])[CH:16]=[N:15][CH:14]=1. (3) Given the reactants COC(=O)[C@H:4]([CH2:6][CH2:7][CH2:8][CH:9]([C:11]([O:13][C:14](C)(C)C)=[O:12])[NH2:10])[NH2:5].C(Cl)Cl.[CH3:22][C:23]([O:26][C:27](O[C:27]([O:26][C:23]([CH3:25])([CH3:24])[CH3:22])=[O:28])=[O:28])([CH3:25])[CH3:24], predict the reaction product. The product is: [C:23]([O:26][C:27]([NH:10][C@H:9]([C:11]([O:13][CH3:14])=[O:12])[CH2:8][CH2:7][CH2:6][CH2:4][NH:5][C:27]([O:26][C:23]([CH3:25])([CH3:24])[CH3:22])=[O:28])=[O:28])([CH3:25])([CH3:24])[CH3:22]. (4) The product is: [F:22][CH:2]([F:1])[O:3][C:4]1[CH:9]=[CH:8][C:7]([N:10]([C:11]2[C:20]3[C:15](=[CH:16][CH:17]=[CH:18][CH:19]=3)[N:14]=[C:13]([CH3:21])[N:12]=2)[CH3:23])=[CH:6][CH:5]=1. Given the reactants [F:1][CH:2]([F:22])[O:3][C:4]1[CH:9]=[CH:8][C:7]([NH:10][C:11]2[C:20]3[C:15](=[CH:16][CH:17]=[CH:18][CH:19]=3)[N:14]=[C:13]([CH3:21])[N:12]=2)=[CH:6][CH:5]=1.[CH3:23]I, predict the reaction product. (5) Given the reactants [C:1]([O:5][C:6]([NH:8][C:9]1[C:10]([C:21](OC)=[O:22])=[N:11][C:12]([O:19][CH3:20])=[C:13]([C:15]([F:18])([F:17])[F:16])[CH:14]=1)=[O:7])([CH3:4])([CH3:3])[CH3:2].O.[NH2:26][NH2:27], predict the reaction product. The product is: [NH:26]([C:21]([C:10]1[C:9]([NH:8][C:6](=[O:7])[O:5][C:1]([CH3:4])([CH3:2])[CH3:3])=[CH:14][C:13]([C:15]([F:18])([F:16])[F:17])=[C:12]([O:19][CH3:20])[N:11]=1)=[O:22])[NH2:27]. (6) Given the reactants [CH3:1][C:2]1[CH:3]=[C:4]([O:15][C:16]2[C:25]3[C:20](=[CH:21][C:22]([OH:28])=[C:23]([O:26][CH3:27])[CH:24]=3)[N:19]=[CH:18][CH:17]=2)[C:5]([C:9]2[CH:14]=[CH:13][CH:12]=[CH:11][N:10]=2)=[N:6][C:7]=1[CH3:8].C1(P(C2C=CC=CC=2)C2C=CC=CC=2)C=CC=CC=1.CC1(C)[O:54][CH2:53][CH:52]([CH2:55]O)[CH2:51][O:50]1.CCOC(/N=N/C(OCC)=O)=O.S(=O)(=O)(O)O.[OH-].[Na+], predict the reaction product. The product is: [CH3:1][C:2]1[CH:3]=[C:4]([O:15][C:16]2[C:25]3[C:20](=[CH:21][C:22]([O:28][CH2:55][CH:52]([CH2:53][OH:54])[CH2:51][OH:50])=[C:23]([O:26][CH3:27])[CH:24]=3)[N:19]=[CH:18][CH:17]=2)[C:5]([C:9]2[CH:14]=[CH:13][CH:12]=[CH:11][N:10]=2)=[N:6][C:7]=1[CH3:8]. (7) Given the reactants [NH:1]1[CH2:5][CH2:4][CH2:3][CH2:2]1.Br[CH2:7][CH2:8][CH2:9][CH2:10][CH2:11][CH2:12][CH2:13][CH2:14][CH2:15][CH2:16][CH2:17][CH3:18].C(=O)([O-])[O-].[K+].[K+], predict the reaction product. The product is: [CH2:18]([N:1]1[CH2:5][CH2:4][CH2:3][CH2:2]1)[CH2:17][CH2:16][CH2:15][CH2:14][CH2:13][CH2:12][CH2:11][CH2:10][CH2:9][CH2:8][CH3:7]. (8) Given the reactants [CH:1]([C:3]1[NH:7][CH:6]=[C:5]([C:8]([O:10][CH2:11][CH3:12])=[O:9])[C:4]=1[C:13]1[CH:18]=[CH:17][CH:16]=[CH:15][C:14]=1[N+:19]([O-:21])=[O:20])=O.Cl.[NH2:23]O.C(OC(=O)C)(=O)C, predict the reaction product. The product is: [C:1]([C:3]1[NH:7][CH:6]=[C:5]([C:8]([O:10][CH2:11][CH3:12])=[O:9])[C:4]=1[C:13]1[CH:18]=[CH:17][CH:16]=[CH:15][C:14]=1[N+:19]([O-:21])=[O:20])#[N:23]. (9) Given the reactants [CH:1]1([C:4]2[C:5]([O:13][CH2:14][CH:15]3[CH2:17][CH2:16]3)=[CH:6][C:7]([C:10]([OH:12])=O)=[N:8][CH:9]=2)[CH2:3][CH2:2]1.O[N:19]=[C:20]([CH:22]1[CH2:26][CH2:25][CH2:24][CH2:23]1)[NH2:21], predict the reaction product. The product is: [CH:22]1([C:20]2[N:21]=[C:10]([C:7]3[CH:6]=[C:5]([O:13][CH2:14][CH:15]4[CH2:17][CH2:16]4)[C:4]([CH:1]4[CH2:2][CH2:3]4)=[CH:9][N:8]=3)[O:12][N:19]=2)[CH2:26][CH2:25][CH2:24][CH2:23]1.